The task is: Predict the product of the given reaction.. This data is from Forward reaction prediction with 1.9M reactions from USPTO patents (1976-2016). (1) Given the reactants C([O:8][C:9]1[CH:14]=[CH:13][C:12]([C:15]2[C:16]3[C:17](=[N:34][N:35]([CH3:37])[CH:36]=3)[N:18]=[C:19]([C:27]3[CH:32]=[CH:31][C:30]([F:33])=[CH:29][CH:28]=3)[C:20]=2[C:21]2[CH:26]=[CH:25][N:24]=[CH:23][CH:22]=2)=[CH:11][CH:10]=1)C1C=CC=CC=1, predict the reaction product. The product is: [F:33][C:30]1[CH:31]=[CH:32][C:27]([C:19]2[C:20]([C:21]3[CH:26]=[CH:25][N:24]=[CH:23][CH:22]=3)=[C:15]([C:12]3[CH:11]=[CH:10][C:9]([OH:8])=[CH:14][CH:13]=3)[C:16]3[C:17](=[N:34][N:35]([CH3:37])[CH:36]=3)[N:18]=2)=[CH:28][CH:29]=1. (2) Given the reactants [CH3:1][O:2][C:3]([C:5]1([C:8]2[CH:13]=[CH:12][C:11]([O:14][CH2:15][CH2:16][C:17]([O:19]C(C)(C)C)=[O:18])=[CH:10][CH:9]=2)[CH2:7][CH2:6]1)=[O:4], predict the reaction product. The product is: [CH3:1][O:2][C:3]([C:5]1([C:8]2[CH:13]=[CH:12][C:11]([O:14][CH2:15][CH2:16][C:17]([OH:19])=[O:18])=[CH:10][CH:9]=2)[CH2:7][CH2:6]1)=[O:4]. (3) Given the reactants [CH2:1]([C@H:8]([CH2:12][C:13]([O:15]C(C)(C)C)=[O:14])[C:9]([OH:11])=O)[C:2]1[CH:7]=[CH:6][CH:5]=[CH:4][CH:3]=1.[F:20][C:21]([F:35])([F:34])[C:22]1[CH:23]=[C:24]([C:28]2[CH:32]=[C:31]([NH2:33])[NH:30][N:29]=2)[CH:25]=[CH:26][CH:27]=1, predict the reaction product. The product is: [CH2:1]([C@@H:8]([C:9](=[O:11])[NH:33][C:31]1[NH:30][N:29]=[C:28]([C:24]2[CH:25]=[CH:26][CH:27]=[C:22]([C:21]([F:35])([F:34])[F:20])[CH:23]=2)[CH:32]=1)[CH2:12][C:13]([OH:15])=[O:14])[C:2]1[CH:3]=[CH:4][CH:5]=[CH:6][CH:7]=1. (4) Given the reactants [Br:1][C:2]1[CH:3]=[N:4][C:5]2[C:10]([CH:11]=1)=[CH:9][C:8]([OH:12])=[CH:7][CH:6]=2.[CH3:13][O:14][C:15](=[O:20])[CH:16](Cl)[S:17][CH3:18].C(=O)([O-])[O-].[K+].[K+].C(=O)([O-])O.[Na+], predict the reaction product. The product is: [CH3:13][O:14][C:15](=[O:20])[CH:16]([O:12][C:8]1[CH:9]=[C:10]2[C:5](=[CH:6][CH:7]=1)[N:4]=[CH:3][C:2]([Br:1])=[CH:11]2)[S:17][CH3:18]. (5) Given the reactants [H-].[Na+].[OH:3][C:4]1C=C(C)C=C[C:5]=1C(=O)C.[C:14](=[O:21])([O:18][CH2:19][CH3:20])OCC.Cl.[C:23]1([CH3:29])[CH:28]=[CH:27]C=C[CH:24]=1, predict the reaction product. The product is: [OH:3][C:4]1[C:14](=[O:21])[O:18][C:19]2[C:20]([CH:5]=1)=[CH:27][CH:28]=[C:23]([CH3:29])[CH:24]=2. (6) Given the reactants [C:1]([C:4]1[CH:5]=[C:6]2[C:11](=[CH:12][CH:13]=1)[C:10](=[O:14])[N:9]([CH2:15][CH:16]([CH3:18])[CH3:17])[C:8]([CH2:19][NH:20]C(=O)OC(C)(C)C)=[C:7]2[O:28][CH2:29][CH2:30][CH2:31][CH3:32])(=[O:3])[CH3:2].[ClH:33], predict the reaction product. The product is: [ClH:33].[C:1]([C:4]1[CH:5]=[C:6]2[C:11](=[CH:12][CH:13]=1)[C:10](=[O:14])[N:9]([CH2:15][CH:16]([CH3:18])[CH3:17])[C:8]([CH2:19][NH2:20])=[C:7]2[O:28][CH2:29][CH2:30][CH2:31][CH3:32])(=[O:3])[CH3:2]. (7) Given the reactants [CH3:1][CH:2]1[CH2:7][CH2:6][C:5]([CH3:9])([CH3:8])[C:4](/[CH:10]=[CH:11]/[C:12]([OH:14])=O)=[CH:3]1.CN(C(ON1N=NC2C=CC=NC1=2)=[N+](C)C)C.F[P-](F)(F)(F)(F)F.FC(F)(F)C(O)=O.[N:46]1([C:52]([NH2:54])=[O:53])[CH2:51][CH2:50][NH:49][CH2:48][CH2:47]1.C(N(C(C)C)CC)(C)C, predict the reaction product. The product is: [CH3:1][CH:2]1[CH2:7][CH2:6][C:5]([CH3:8])([CH3:9])[C:4](/[CH:10]=[CH:11]/[C:12]([N:49]2[CH2:50][CH2:51][N:46]([C:52]([NH2:54])=[O:53])[CH2:47][CH2:48]2)=[O:14])=[CH:3]1. (8) The product is: [CH2:9]1[C:10]2[C:15](=[CH:14][CH:13]=[C:12]([C:21]([O:23][CH2:30][C:31]3[CH:36]=[CH:35][CH:34]=[CH:33][CH:32]=3)=[O:22])[CH:11]=2)[CH2:16][C@H:17]([C:18]([O:20][CH2:9][C:10]2[CH:15]=[CH:14][CH:13]=[CH:12][CH:11]=2)=[O:19])[N:8]1[C:6]([O:5][C:1]([CH3:4])([CH3:2])[CH3:3])=[O:7]. Given the reactants [C:1]([O:5][C:6]([N:8]1[C@@H:17]([C:18]([OH:20])=[O:19])[CH2:16][C:15]2[C:10](=[CH:11][C:12]([C:21]([OH:23])=[O:22])=[CH:13][CH:14]=2)[CH2:9]1)=[O:7])([CH3:4])([CH3:3])[CH3:2].C(=O)([O-])[O-].[K+].[K+].[CH2:30](Br)[C:31]1[CH:36]=[CH:35][CH:34]=[CH:33][CH:32]=1.O, predict the reaction product. (9) Given the reactants [CH3:1][O:2][C:3]1[CH:4]=[C:5]([C:9]2([C:16]([OH:18])=[O:17])[CH2:14][CH2:13][C:12](=[O:15])[CH2:11][CH2:10]2)[CH:6]=[CH:7][CH:8]=1.IC.[C:21](=O)([O-])[O-].[K+].[K+].O, predict the reaction product. The product is: [CH3:1][O:2][C:3]1[CH:4]=[C:5]([C:9]2([C:16]([O:18][CH3:21])=[O:17])[CH2:10][CH2:11][C:12](=[O:15])[CH2:13][CH2:14]2)[CH:6]=[CH:7][CH:8]=1.